Dataset: Full USPTO retrosynthesis dataset with 1.9M reactions from patents (1976-2016). Task: Predict the reactants needed to synthesize the given product. (1) Given the product [CH3:34][O:33][C:30]1[N:29]=[C:28]([O:35][CH3:36])[C:27]([C:24]2[O:23][C:22]([C:9](=[O:8])[CH2:10][CH2:11][CH2:12][CH2:13][CH2:14][CH2:15][C:16]3[CH:17]=[CH:18][CH:19]=[CH:20][CH:21]=3)=[N:26][CH:25]=2)=[CH:32][N:31]=1, predict the reactants needed to synthesize it. The reactants are: [Si]([O:8][CH:9]([C:22]1[O:23][C:24]([C:27]2[C:28]([O:35][CH3:36])=[N:29][C:30]([O:33][CH3:34])=[N:31][CH:32]=2)=[CH:25][N:26]=1)[CH2:10][CH2:11][CH2:12][CH2:13][CH2:14][CH2:15][C:16]1[CH:21]=[CH:20][CH:19]=[CH:18][CH:17]=1)(C(C)(C)C)(C)C.[Si](OC(C1OC([Sn](CCCC)(CCCC)CCCC)=CN=1)CCCCCCC1C=CC=CC=1)(C(C)(C)C)(C)C.IC1C=NC(OC)=NC=1OC. (2) Given the product [CH:12]([Si:11]([CH:18]([CH3:20])[CH3:19])([CH:15]([CH3:17])[CH3:16])[N:8]1[C:5]2=[N:6][CH:7]=[C:2]([CH:31]=[O:32])[CH:3]=[C:4]2[CH:10]=[CH:9]1)([CH3:14])[CH3:13], predict the reactants needed to synthesize it. The reactants are: Br[C:2]1[CH:3]=[C:4]2[CH:10]=[CH:9][N:8]([Si:11]([CH:18]([CH3:20])[CH3:19])([CH:15]([CH3:17])[CH3:16])[CH:12]([CH3:14])[CH3:13])[C:5]2=[N:6][CH:7]=1.[Li]C(C)(C)C.CCCCC.[CH:31](N1CCCCC1)=[O:32].[NH4+].[Cl-].